This data is from Forward reaction prediction with 1.9M reactions from USPTO patents (1976-2016). The task is: Predict the product of the given reaction. (1) Given the reactants [CH:1]([CH:4]([C:10]([CH3:12])=O)[C:5](OCC)=[O:6])([CH3:3])[CH3:2].Cl.[NH2:14][C:15]([NH2:17])=[NH:16].C[O-].[Na+], predict the reaction product. The product is: [NH2:16][C:15]1[NH:17][C:10]([CH3:12])=[C:4]([CH:1]([CH3:3])[CH3:2])[C:5](=[O:6])[N:14]=1. (2) The product is: [Br:55][C:56]1[CH:61]=[C:60]([N:7]2[CH2:11][CH2:10][CH2:9][C:8]2=[O:12])[CH:59]=[N:58][CH:57]=1. Given the reactants C(=O)([O-])[O-].[Cs+].[Cs+].[NH:7]1[CH2:11][CH2:10][CH2:9][C:8]1=[O:12].CC1(C)C2C(=C(P(C3C=CC=CC=3)C3C=CC=CC=3)C=CC=2)OC2C(P(C3C=CC=CC=3)C3C=CC=CC=3)=CC=CC1=2.[Br:55][C:56]1[CH:57]=[N:58][CH:59]=[C:60](Br)[CH:61]=1, predict the reaction product.